From a dataset of B-cell epitopes from IEDB database with 3,159 antigens for binding position prediction. Token-level Classification. Given an antigen amino acid sequence, predict which amino acid positions are active epitope sites capable of antibody binding. Output is a list of indices for active positions. (1) The epitope positions are: [222, 223, 224, 225, 226, 227, 228, 229, 230, 231, 232, 233, 234]. The amino acids at these positions are: HELIHAGHRLYGI. Given the antigen sequence: MPFVNKQFNYKDPVNGVDIAYIKIPNAGQMQPVKAFKIHNKIWVIPERDTFTNPEEGDLNPPPEAKQVPVSYYDSTYLSTDNEKDNYLKGVTKLFERIYSTDLGRMLLTSIVRGIPFWGGSTIDTELKVIDTNCINVIQPDGSYRSEELNLVIIGPSADIIQFECKSFGHEVLNLTRNGYGSTQYIRFSPDFTFGFEESLEVDTNPLLGAGKFATDPAVTLAHELIHAGHRLYGIAINPNRVFKVNTNAYYEMSGLEVSFEELRTFGGHDAKFIDSLQENEFRLYYYNKFKDIASTLNKAKSIVGTTASLQYMKNVFKEKYLLSEDTSGKFSVDKLKFDKLYKMLTEIYTEDNFVKFFKVLNRKTYLNFDKAVFKINIVPKVNYTIYDGFNLRNTNLAANFNGQNTEINNMNFTKLKNFTGLFEFYKLLCVRGIITSKTKSLDKGYNKALNDLCIKVNNWDLFFSPSEDNFTNDLNKGEEITSDTNIEAAEENISLDLIQ..., which amino acid positions are active epitope sites? (2) Given the antigen sequence: MDIDPYKEFGATVELLSFLPSDFFPSVRDLLDTAAALYRDALESPEHCSPHHTALRQAILCWGDLMTLATWVGTNLEDPASRDLVVSYVNTNVGLKFRQLLWFHISCLTFGRETVLEYLVSFGVWIRTPPAYRPPNAPILSTLPETTVVRRRGRSPRRRTPSPRRRRSQSPRRRRSQSRESQC, which amino acid positions are active epitope sites? The epitope positions are: [73, 74, 75, 76, 77, 78, 79, 80, 81, 82, 83, 84, 85, 86, 87]. The amino acids at these positions are: TNLEDPASRDLVVSY. (3) Given the antigen sequence: MAPLRDRVSTLPRLQLLVLLLLPLLLVPQPIAGHGGKYSREKNEPEMAAKRESGEEFRMEKLNQLWEKAKRLHLSPVRLAELHSDLKIQERDELNWKKLKVEGLDGDGEKEAKLVHNLNVILARYGLDGRKDTQTVHSNALNEDTQDELGDPRLEKLWHKAKTSGKFSSEELDKLWREFLHYKEKIHEYNVLLDTLSRAEEGYENLLSPSDMTHIKSDTLASKHSELKDRLRSINQGLDRLRKVSHQGYGPATEFEEPRVIDLWDLAQSANFTEKELESFREELKHFEAKIEKHNHYQKQLEISHQKLKHVESIGDPEHISRNKEKYVLLEEKTKELGYKVKKHLQDLSSRVSRARHNEL, which amino acid positions are active epitope sites? The epitope positions are: [67, 68, 69, 70, 71, 72, 73, 74, 75, 76, 77, 78, 79, 80, 81, 82, 83, 84, 85, 86... (23 total positions)]. The amino acids at these positions are: KAKRLHLSPVRLAELHSDLKIQE. (4) Given the antigen sequence: MTSVNSAEASTGAGGGGSNPVKSMWSEGATFSANSVTCTFSRQFLIPYDPEHHYKVFSPAASSCHNASGKEAKVCTISPIMGYSTPWRYLDFNALNLFFSPLEFQHLIENYGSIAPDALTVTISEIAVKDVTDKTGGGVQVTDSTTGRLCMLVDHEYKYPYVLGQGQDTLAPELPIWVYFPPQYAYLTVGDVNTQGISGDSKKLASEESAFYVLEHSSFQLLGTGGTATMSYKFPPVPPENLEGCSQHFYEMYNPLYGSRLGVPDTLGGDPKFRSLTHEDHAIQPQNFMPGPLVNSVSTKEGDSSNTGAGKALTGLSTGTSQNTRISLRPGPVSQPYHHWDTDKYVTGITAISHGQTTYGNAEDKEYQQGVGRFPNEKEQLKQLQGLNMHTYFPNKGTQQYTDQIERPLMVGSVWNIRALHYESQLWSKIPNLDDSFKTQFAALGGWGLHQPPPQIFLKILPQSGPIGGIKSMGITTLVQYAVGIMTVTMTFKLGPRKAT..., which amino acid positions are active epitope sites? The epitope positions are: [287, 288, 289, 290, 291, 292, 293, 294, 295, 296, 297, 298, 299, 300, 301, 302, 303, 304, 305, 306... (23 total positions)]. The amino acids at these positions are: FMPGPLVNSVSTKEGDSSNTGAG. (5) Given the antigen sequence: MIRLGAPQTLVLLTLLVAAVLRCHGQDVRQPGPKGQKGEPGDIKDIVGPKGPPGPQGPAGEQGPRGDRGDKGEKGAPGPRGRDGEPGTPGNPGPPGPPGPPGPPGLGGNFAAQMAGGFDEKAGGAQMGVMQGPMGPMGPRGPPGPAGAPGPQGFQGNPGEPGEPGVSGPMGPRGPPGPPGKPGDDGEAGKPGKSGERGPPGPQGARGFPGTPGLPGVKGHRGYPGLDGAKGEAGAPGVKGESGSPGENGSPGPMGPRGLPGERGRTGPAGAAGARGNDGQPGPAGPPGPVGPAGGPGFPGAPGAKGEAGPTGARGPEGAQGPRGEPGTPGSPGPAGAAGNPGTDGIPGAKGSAGAPGIAGAPGFPGPRGPPGPQGATGPLGPKGQTGEPGIAGFKGEQGPKGEPGPAGPQGAPGPAGEEGKRGARGEPGGAGPAGPPGERGAPGNRGFPGQDGLAGPKGAPGERGPSGLAGPKGANGDPGRPGEPGLPGARGLTGRPGDA..., which amino acid positions are active epitope sites? The epitope positions are: [258, 259, 260, 261, 262, 263, 264, 265]. The amino acids at these positions are: LPGERGRT. (6) Given the antigen sequence: MKVLWAALLVTFLAGCQAKVEQAVETEPEPELRQQTEWQSGQRWELALGRFWDYLRWVQTLSEQVQEELLSSQVTQELRALMDETMKELKAYKSELEEQLTPVAEETRARLSKELQTAQARLGADMEDVCGRLVQYRGEVQAMLGQSTEELRVRLASHLRKLRKRLLRDPDDLQKRLAVYQAGAREGAERGLSAIRERLGPLVEQGRVRAATVGSLAGQPLQERAQAWGERLRARMEEMGSRTRDRLDEVKEQVAEVRAKLEEQAQQIRLQAEAFQARLKSWFEPLVEDMQRQWAGLVEKVQAAVGTSAAPVPSDNH, which amino acid positions are active epitope sites? The epitope positions are: [238, 239, 240, 241, 242, 243, 244, 245]. The amino acids at these positions are: MGSRTRDR. (7) The epitope positions are: [51, 52, 53, 54, 55, 56, 57]. The amino acids at these positions are: KPHFPLA. Given the antigen sequence: MPNNNGKQRKKKKGNGQPVNQLCQMLGKIIAQQNQSRGKGPGKKNKKKSPEKPHFPLATEDDVRHHFTPSERQLCLSSIQTAFNQGAGTCTLSDSGRISYTVEFSLPTHHTVRLIRVTASPSA, which amino acid positions are active epitope sites? (8) The epitope positions are: [36, 37, 38, 39, 40, 41, 42, 43, 44]. The amino acids at these positions are: SHIQLIYNL. Given the antigen sequence: MLGKCLTACCCSRLLFLWCIVPFYLAVLVNASNNNSSHIQLIYNLTLCELNGTDWLAQKFDWAVETFVIFPVLTHIVSYGALTTSHFLDTVGLATVSTAGYYHGRYVLSSIYAVCALAALICFVIRLAKNCMSWRYSCTRYTNFLLDTKGRLYRWRSPVIVEKGGKVEVEGHLIDLKRVVLDGSAATPLTRVSAEQWGRL, which amino acid positions are active epitope sites? (9) Given the antigen sequence: MSTNPKPQRKTKRNTNRRPQDVKFPGGGQIVGGVYLLPRRGPRLGVRATRKTSERSQPRGWRQPIPKARRPEGRAWAQPGYPWPLYGNEGLGWAGWLLSPRGSRPSWGPTDPRRRSRNLGKVIDTLTCGFADLMGYIPLVGAPLGGAARALAHGVRVLEDGVNYATGNLPGCSFSIFLLALLSCLTIPASAYEVRNVSGIYHVTNDCSNSSIVYEAADMIMHTPGCVPCVREDNSSRCWVALTPTLAARNASVPTTTIRRHVDLLVGAAAFCSAMYVGDLCGSVFLVSQLFTFSPRRHETVQDCNCSIYPGHLSGHRMAWDMMMNWSPTTALVVSQLLRIPQAVVDMVAGAHWGVLAGLAYYSMVGNWAKVLIVALLFAGVDGETYTSGGAASHTTSTLASLFSPGASQRIQLVNTNGSWHINRTALNCNDSLHTGFLAALFYTHRFNSSGCPERMASCRPIDWFAQGWGPITYTEPDSPDQRPYCWHYAPRPCGIVPAS..., which amino acid positions are active epitope sites? The epitope positions are: [460, 461, 462, 463, 464, 465, 466, 467, 468, 469]. The amino acids at these positions are: PIDWFAQGWG.